This data is from Catalyst prediction with 721,799 reactions and 888 catalyst types from USPTO. The task is: Predict which catalyst facilitates the given reaction. (1) Reactant: C(N(CC)CC)C.[CH3:8][OH:9].I[C:11]1[CH:16]=[CH:15][N:14]([CH:17]2[CH2:22][CH2:21][N:20]([C:23]([O:25][C:26]([CH3:29])([CH3:28])[CH3:27])=[O:24])[CH2:19][CH2:18]2)[C:13](=[O:30])[C:12]=1[CH3:31].[C]=O.CN([CH:37]=[O:38])C. Product: [C:26]([O:25][C:23]([N:20]1[CH2:21][CH2:22][CH:17]([N:14]2[CH:15]=[CH:16][C:11]([C:8]([O:38][CH3:37])=[O:9])=[C:12]([CH3:31])[C:13]2=[O:30])[CH2:18][CH2:19]1)=[O:24])([CH3:29])([CH3:28])[CH3:27]. The catalyst class is: 140. (2) The catalyst class is: 266. Reactant: C([O:4][C@H:5]1[CH2:22][CH2:21][C@@:20]2([CH3:23])[C@@H:7]([CH2:8][CH2:9][C@:10]3([CH3:47])[C@@H:19]2[CH2:18][CH2:17][C@H:16]2[C@@:11]3([CH3:46])[CH2:12][CH2:13][C@@:14]3([C:31]([N:33]4[CH2:38][CH2:37][N:36]([CH2:39][CH2:40][O:41][CH2:42][CH2:43][O:44][CH3:45])[CH2:35][CH2:34]4)=[O:32])[CH2:26][CH2:25][C@@H:24]([C:27]4([CH3:30])[CH2:29][CH2:28]4)[C@@H:15]32)[C:6]1([CH3:49])[CH3:48])(=O)C.CO. Product: [OH:4][C@H:5]1[CH2:22][CH2:21][C@@:20]2([CH3:23])[C@@H:7]([CH2:8][CH2:9][C@:10]3([CH3:47])[C@@H:19]2[CH2:18][CH2:17][C@H:16]2[C@@:11]3([CH3:46])[CH2:12][CH2:13][C@@:14]3([C:31]([N:33]4[CH2:34][CH2:35][N:36]([CH2:39][CH2:40][O:41][CH2:42][CH2:43][O:44][CH3:45])[CH2:37][CH2:38]4)=[O:32])[CH2:26][CH2:25][C@@H:24]([C:27]4([CH3:30])[CH2:29][CH2:28]4)[C@@H:15]32)[C:6]1([CH3:49])[CH3:48]. (3) Reactant: [CH3:1][C:2]1[CH:3]=[C:4]([CH:8]=[CH:9][C:10]=1[C:11]([N:13]1[CH2:17][CH2:16][CH2:15][CH2:14]1)=[O:12])[C:5]([OH:7])=O.[F:18][C:19]1[CH:30]=[CH:29][C:22]2[NH:23][C:24]([CH:26]([NH2:28])[CH3:27])=[N:25][C:21]=2[CH:20]=1.C(N(CC)CC)C.CN(C(ON1N=NC2C=CC=CC1=2)=[N+](C)C)C.[B-](F)(F)(F)F. Product: [F:18][C:19]1[CH:30]=[CH:29][C:22]2[NH:23][C:24]([CH:26]([NH:28][C:5](=[O:7])[C:4]3[CH:8]=[CH:9][C:10]([C:11]([N:13]4[CH2:17][CH2:16][CH2:15][CH2:14]4)=[O:12])=[C:2]([CH3:1])[CH:3]=3)[CH3:27])=[N:25][C:21]=2[CH:20]=1. The catalyst class is: 148. (4) The catalyst class is: 617. Reactant: [Cl:1][C:2]1[CH:29]=[CH:28][C:5]([C:6]([NH:8][C:9]2[CH:21]=[C:20]([C:22]3[CH:27]=[CH:26][CH:25]=[CH:24][CH:23]=3)[CH:19]=[CH:18][C:10]=2[C:11]([O:13]C(C)(C)C)=[O:12])=[O:7])=[C:4]([OH:30])[CH:3]=1. Product: [Cl:1][C:2]1[CH:29]=[CH:28][C:5]([C:6]([NH:8][C:9]2[CH:21]=[C:20]([C:22]3[CH:27]=[CH:26][CH:25]=[CH:24][CH:23]=3)[CH:19]=[CH:18][C:10]=2[C:11]([OH:13])=[O:12])=[O:7])=[C:4]([OH:30])[CH:3]=1.